From a dataset of Full USPTO retrosynthesis dataset with 1.9M reactions from patents (1976-2016). Predict the reactants needed to synthesize the given product. Given the product [CH3:25][Si:26]([CH3:41])([CH3:42])[C:27]1[CH:35]=[C:34]2[C:30]([CH:31]=[C:32]([C:36]([O:38][CH2:39][CH3:40])=[O:37])[N:33]2[CH2:7][C:4]2[CH:3]=[CH:2][N:1]=[CH:6][CH:5]=2)=[CH:29][CH:28]=1, predict the reactants needed to synthesize it. The reactants are: [N:1]1[CH:6]=[CH:5][C:4]([CH2:7]O)=[CH:3][CH:2]=1.C(C=P(CCCC)(CCCC)CCCC)#N.[CH3:25][Si:26]([CH3:42])([CH3:41])[C:27]1[CH:35]=[C:34]2[C:30]([CH:31]=[C:32]([C:36]([O:38][CH2:39][CH3:40])=[O:37])[NH:33]2)=[CH:29][CH:28]=1.